From a dataset of Full USPTO retrosynthesis dataset with 1.9M reactions from patents (1976-2016). Predict the reactants needed to synthesize the given product. (1) Given the product [CH:50]1([NH:55][C:30](=[O:31])[C:29]2[CH:33]=[C:34]([F:37])[C:35]([CH3:36])=[C:27]([C:10]3[C:11]4[CH:17]=[CH:16][C:15](=[O:18])[N:14]([C:19]5[C:24]([F:25])=[CH:23][CH:22]=[CH:21][C:20]=5[F:26])[C:12]=4[N:13]=[C:8]([NH:7][CH2:6][CH2:5][CH2:4][N:3]([CH2:1][CH3:2])[CH2:38][CH3:39])[N:9]=3)[CH:28]=2)[CH2:51][CH2:52][CH2:53][CH2:54]1, predict the reactants needed to synthesize it. The reactants are: [CH2:1]([N:3]([CH2:38][CH3:39])[CH2:4][CH2:5][CH2:6][NH:7][C:8]1[N:9]=[C:10]([C:27]2[CH:28]=[C:29]([CH:33]=[C:34]([F:37])[C:35]=2[CH3:36])[C:30](O)=[O:31])[C:11]2[CH:17]=[CH:16][C:15](=[O:18])[N:14]([C:19]3[C:24]([F:25])=[CH:23][CH:22]=[CH:21][C:20]=3[F:26])[C:12]=2[N:13]=1)[CH3:2].CN(C(ON1N=[N:55][C:50]2[CH:51]=[CH:52][CH:53]=[CH:54]C1=2)=[N+](C)C)C.F[P-](F)(F)(F)(F)F.C(N(CC)CC)C.C1(N)CCCC1. (2) Given the product [CH2:1]([N:5]1[C:13]2[C:12](=[O:14])[N:11]([CH2:30][CH2:31][CH2:32][O:33][CH:34]3[CH2:39][CH2:38][CH2:37][CH2:36][O:35]3)[C:10]([Cl:15])=[N:9][C:8]=2[N:7]=[C:6]1[N:16]1[CH2:21][CH2:20][N:19]([C:22]([O:24][C:25]([CH3:28])([CH3:27])[CH3:26])=[O:23])[CH2:18][CH2:17]1)[C:2]#[C:3][CH3:4], predict the reactants needed to synthesize it. The reactants are: [CH2:1]([N:5]1[C:13]2[C:12](=[O:14])[NH:11][C:10]([Cl:15])=[N:9][C:8]=2[N:7]=[C:6]1[N:16]1[CH2:21][CH2:20][N:19]([C:22]([O:24][C:25]([CH3:28])([CH3:27])[CH3:26])=[O:23])[CH2:18][CH2:17]1)[C:2]#[C:3][CH3:4].Br[CH2:30][CH2:31][CH2:32][O:33][CH:34]1[CH2:39][CH2:38][CH2:37][CH2:36][O:35]1.C(=O)([O-])[O-].[K+].[K+]. (3) Given the product [Cl:1][C:2]1[CH:3]=[C:4]([C:8]2[N:13]=[C:12]([NH:14][C:15]3[CH:20]=[CH:19][C:18]([C:21]([CH3:26])([CH3:27])[C:22]([OH:24])=[O:23])=[CH:17][CH:16]=3)[CH:11]=[C:10]([CH2:28][CH3:29])[N:9]=2)[CH:5]=[CH:6][CH:7]=1, predict the reactants needed to synthesize it. The reactants are: [Cl:1][C:2]1[CH:3]=[C:4]([C:8]2[N:13]=[C:12]([NH:14][C:15]3[CH:20]=[CH:19][C:18]([C:21]([CH3:27])([CH3:26])[C:22]([O:24]C)=[O:23])=[CH:17][CH:16]=3)[CH:11]=[C:10]([CH2:28][CH3:29])[N:9]=2)[CH:5]=[CH:6][CH:7]=1.O[Li].O.Cl. (4) The reactants are: [Cl:1][C:2]1[CH:3]=[CH:4][CH:5]=[C:6]2[C:10]=1[NH:9][C:8](=[O:11])[C:7]2=[O:12].[C:13]1([CH3:21])[CH:18]=[CH:17][CH:16]=[CH:15][C:14]=1[Mg]Br.O.CO.C(O)(C(F)(F)F)=O. Given the product [Cl:1][C:2]1[CH:3]=[CH:4][CH:5]=[C:6]2[C:10]=1[NH:9][C:8](=[O:11])[C:7]2([OH:12])[C:14]1[CH:15]=[CH:16][CH:17]=[CH:18][C:13]=1[CH3:21], predict the reactants needed to synthesize it.